From a dataset of Forward reaction prediction with 1.9M reactions from USPTO patents (1976-2016). Predict the product of the given reaction. (1) Given the reactants Cl.[NH2:2][OH:3].[OH-].[K+].S=[C:7]1[CH2:13][CH2:12][N:11]([C:14]([O:16][C:17]([CH3:20])([CH3:19])[CH3:18])=[O:15])[CH2:10][CH2:9][NH:8]1.C(OCC)C, predict the reaction product. The product is: [OH:3][N:2]=[C:7]1[CH2:13][CH2:12][N:11]([C:14]([O:16][C:17]([CH3:20])([CH3:19])[CH3:18])=[O:15])[CH2:10][CH2:9][NH:8]1. (2) Given the reactants Br[CH2:2][CH2:3][CH2:4][CH2:5][CH2:6][CH3:7].Cl.[NH2:9][CH2:10][CH:11]1[CH2:16][CH2:15][CH:14]([C:17]([N:19]2[CH2:28][C:27]3[CH:26]=[N:25][N:24]([CH3:29])[C:23]=3[NH:22][C:21]3[CH:30]=[C:31]([Cl:34])[CH:32]=[CH:33][C:20]2=3)=[O:18])[CH2:13][CH2:12]1, predict the reaction product. The product is: [Cl:34][C:31]1[CH:32]=[CH:33][C:20]2[N:19]([C:17]([CH:14]3[CH2:13][CH2:12][CH:11]([CH2:10][NH:9][CH2:2][CH2:3][CH2:4][CH2:5][CH2:6][CH3:7])[CH2:16][CH2:15]3)=[O:18])[CH2:28][C:27]3[CH:26]=[N:25][N:24]([CH3:29])[C:23]=3[NH:22][C:21]=2[CH:30]=1. (3) Given the reactants [Br:1][C:2]1[CH:3]=[C:4]2[C:9](=[CH:10][CH:11]=1)[CH2:8][C:7](=O)[CH2:6][CH2:5]2.C([O-])(=O)C.[NH4+].C([BH3-])#[N:19].[Na+].Cl, predict the reaction product. The product is: [Br:1][C:2]1[CH:3]=[C:4]2[C:9](=[CH:10][CH:11]=1)[CH2:8][CH:7]([NH2:19])[CH2:6][CH2:5]2. (4) The product is: [CH2:26]([O:28][C:29](=[O:46])[CH2:30][C:31]1[CH:36]=[CH:35][C:34]([C:16]2[CH:17]=[CH:18][C:13]([C:12]3[O:11][N:10]=[C:9]([CH3:20])[C:8]=3[NH:7][C:6]([O:5][CH2:4][C:3]3[CH:22]=[CH:23][CH:24]=[CH:25][C:2]=3[Cl:1])=[O:21])=[CH:14][CH:15]=2)=[CH:33][CH:32]=1)[CH3:27]. Given the reactants [Cl:1][C:2]1[CH:25]=[CH:24][CH:23]=[CH:22][C:3]=1[CH2:4][O:5][C:6](=[O:21])[NH:7][C:8]1[C:9]([CH3:20])=[N:10][O:11][C:12]=1[C:13]1[CH:18]=[CH:17][C:16](Br)=[CH:15][CH:14]=1.[CH2:26]([O:28][C:29](=[O:46])[CH2:30][C:31]1[CH:36]=[CH:35][C:34](B2OC(C)(C)C(C)(C)O2)=[CH:33][CH:32]=1)[CH3:27], predict the reaction product. (5) Given the reactants [F:1][C:2]1[CH:10]=[CH:9][C:5](C(O)=O)=[CH:4][C:3]=1O.Cl[CH2:13][CH:14]1[CH2:16][CH2:15]1.[C:17](=[O:20])([O-])[O-].[K+].[K+].[I-].[K+].C[N:26]([CH:28]=O)C, predict the reaction product. The product is: [CH:16]1([CH2:15][O:20][C:17]2[CH:9]=[C:5]([CH:28]([C:5]3[CH:4]=[CH:3][C:2]([F:1])=[CH:10][CH:9]=3)[NH2:26])[CH:4]=[CH:3][C:2]=2[F:1])[CH2:14][CH2:13]1. (6) Given the reactants Br[C:2]1[C:3](=[O:10])[N:4]([CH3:9])[CH:5]=[C:6]([Br:8])[CH:7]=1.[NH2:11][C:12]1[N:17]=[C:16]([OH:18])[CH:15]=[CH:14][CH:13]=1.C([O-])([O-])=O.[Cs+].[Cs+], predict the reaction product. The product is: [Br:8][C:6]1[CH:7]=[C:2]([NH:11][C:12]2[CH:13]=[CH:14][CH:15]=[C:16]([OH:18])[N:17]=2)[C:3](=[O:10])[N:4]([CH3:9])[CH:5]=1.